The task is: Predict the reactants needed to synthesize the given product.. This data is from Full USPTO retrosynthesis dataset with 1.9M reactions from patents (1976-2016). (1) Given the product [CH3:1][C:2]1[CH:7]=[CH:6][N:5]=[C:4]([NH:8][C:9]2[S:10][CH:13]=[C:14]([C:16]3[S:17][C:18]([C:21]4[CH:26]=[CH:25][CH:24]=[CH:23][N:22]=4)=[CH:19][CH:20]=3)[N:11]=2)[CH:3]=1, predict the reactants needed to synthesize it. The reactants are: [CH3:1][C:2]1[CH:7]=[CH:6][N:5]=[C:4]([NH:8][C:9]([NH2:11])=[S:10])[CH:3]=1.Br[CH2:13][C:14]([C:16]1[S:17][C:18]([C:21]2[CH:26]=[CH:25][CH:24]=[CH:23][N:22]=2)=[CH:19][CH:20]=1)=O. (2) Given the product [N:19]1([CH2:18][CH2:17][CH2:16][C:14]2[N:15]=[C:10]([CH2:9][OH:8])[CH:11]=[CH:12][CH:13]=2)[CH2:24][CH2:23][O:22][CH2:21][CH2:20]1, predict the reactants needed to synthesize it. The reactants are: [Si]([O:8][CH2:9][C:10]1[N:15]=[C:14]([CH2:16][CH2:17][CH2:18][N:19]2[CH2:24][CH2:23][O:22][CH2:21][CH2:20]2)[CH:13]=[CH:12][CH:11]=1)(C(C)(C)C)(C)C.CCCC[N+](CCCC)(CCCC)CCCC.[F-].C1COCC1.